From a dataset of Catalyst prediction with 721,799 reactions and 888 catalyst types from USPTO. Predict which catalyst facilitates the given reaction. (1) Reactant: [Cl:1][C:2]1[CH:9]=[CH:8][C:5]([CH2:6]O)=[CH:4][C:3]=1[O:10][CH3:11].S(Cl)([Cl:14])=O. Product: [Cl:1][C:2]1[CH:9]=[CH:8][C:5]([CH2:6][Cl:14])=[CH:4][C:3]=1[O:10][CH3:11]. The catalyst class is: 2. (2) Reactant: [CH3:1][C:2]1([CH3:9])[CH2:7][CH2:6][C:5](=[O:8])[CH2:4][CH2:3]1.[CH:10](OCC)=[O:11].O1CCCC1.CC(C)([O-])C.[K+]. Product: [OH:11]/[CH:10]=[C:4]1/[C:5](=[O:8])[CH2:6][CH2:7][C:2]([CH3:9])([CH3:1])[CH2:3]/1. The catalyst class is: 6.